The task is: Regression. Given two drug SMILES strings and cell line genomic features, predict the synergy score measuring deviation from expected non-interaction effect.. This data is from NCI-60 drug combinations with 297,098 pairs across 59 cell lines. Synergy scores: CSS=15.2, Synergy_ZIP=-0.681, Synergy_Bliss=-2.25, Synergy_Loewe=-7.46, Synergy_HSA=-6.96. Cell line: SR. Drug 2: CC1=C(C(=CC=C1)Cl)NC(=O)C2=CN=C(S2)NC3=CC(=NC(=N3)C)N4CCN(CC4)CCO. Drug 1: C1CC(C1)(C(=O)O)C(=O)O.[NH2-].[NH2-].[Pt+2].